This data is from Catalyst prediction with 721,799 reactions and 888 catalyst types from USPTO. The task is: Predict which catalyst facilitates the given reaction. (1) Reactant: [CH3:1][C:2]([OH:41])([C:4]1[CH:5]=[CH:6][CH:7]=[CH:8][C:9]=1[CH2:10][CH2:11][C@@H:12]([S:32][CH2:33][C:34]1([CH2:37][C:38]([OH:40])=[O:39])[CH2:36][CH2:35]1)[C:13]1[CH:14]=[CH:15][CH:16]=[C:17](/[CH:19]=[CH:20]/[C:21]2[CH:22]=[CH:23][C:24]3[CH:25]=[CH:26][C:27]([Cl:31])=[CH:28][C:29]=3[N:30]=2)[CH:18]=1)[CH3:3].[OH-].[Na+:43]. The catalyst class is: 1. Product: [CH3:3][C:2]([OH:41])([C:4]1[CH:5]=[CH:6][CH:7]=[CH:8][C:9]=1[CH2:10][CH2:11][C@@H:12]([S:32][CH2:33][C:34]1([CH2:37][C:38]([O-:40])=[O:39])[CH2:35][CH2:36]1)[C:13]1[CH:14]=[CH:15][CH:16]=[C:17](/[CH:19]=[CH:20]/[C:21]2[CH:22]=[CH:23][C:24]3[CH:25]=[CH:26][C:27]([Cl:31])=[CH:28][C:29]=3[N:30]=2)[CH:18]=1)[CH3:1].[Na+:43]. (2) Reactant: [CH:1]([C@H:3]1[CH2:8][O:7][C@H:6]([CH2:9][OH:10])[CH2:5][O:4]1)=[CH2:2].[H-].[Na+].I[CH3:14]. Product: [CH3:14][O:10][CH2:9][C@@H:6]1[CH2:5][O:4][C@@H:3]([CH:1]=[CH2:2])[CH2:8][O:7]1. The catalyst class is: 20. (3) Reactant: [C:1]([Si:5]([O:18][CH:19]1[CH2:23][CH:22](Br)[CH:21]([Br:25])[CH2:20]1)([C:12]1[CH:17]=[CH:16][CH:15]=[CH:14][CH:13]=1)[C:6]1[CH:11]=[CH:10][CH:9]=[CH:8][CH:7]=1)([CH3:4])([CH3:3])[CH3:2].CC(C)([O-])C.[K+].O. Product: [Br:25][C:21]1[CH2:20][CH:19]([O:18][Si:5]([C:1]([CH3:4])([CH3:3])[CH3:2])([C:12]2[CH:17]=[CH:16][CH:15]=[CH:14][CH:13]=2)[C:6]2[CH:11]=[CH:10][CH:9]=[CH:8][CH:7]=2)[CH2:23][CH:22]=1. The catalyst class is: 7. (4) Reactant: [C:1]([O-:4])([O-])=O.[Cs+].[Cs+].F[C:8]1[CH:23]=[C:22]([Cl:24])[CH:21]=[CH:20][C:9]=1[C:10]([NH:12][C:13]1[CH:18]=[CH:17][NH:16][C:15](=[O:19])[CH:14]=1)=[O:11].[F:25][C:26]1[CH:31]=[CH:30][C:29]([OH:32])=[CH:28][C:27]=1OC. Product: [Cl:24][C:22]1[CH:21]=[CH:20][C:9]([C:10]([NH:12][C:13]2[CH:18]=[CH:17][NH:16][C:15](=[O:19])[CH:14]=2)=[O:11])=[C:8]([O:32][C:29]2[CH:30]=[CH:31][C:26]([F:25])=[CH:27][C:28]=2[O:4][CH3:1])[CH:23]=1. The catalyst class is: 3. (5) Reactant: I[C:2]1[CH:27]=[CH:26][C:5]2[NH:6][C:7]([C@@H:9]3[CH2:13][C@H:12]([CH3:14])[CH2:11][N:10]3[C:15]([C@@H:17]([NH:21][C:22](=[O:25])[O:23][CH3:24])[CH:18]([CH3:20])[CH3:19])=[O:16])=[N:8][C:4]=2[CH:3]=1.I[C:29]1[N:30]=[C:31]([C@@H:34]2[CH2:38][C@H:37]([CH3:39])[CH2:36][N:35]2[C:40](=[O:50])[C@@H:41]([NH:45][C:46](=[O:49])[O:47][CH3:48])[CH:42]([CH3:44])[CH3:43])[NH:32][CH:33]=1.B(O)(O)[C:52]1[CH:57]=[CH:56][C:55]([C:58]2[CH:63]=[CH:62][C:61](B(O)O)=[CH:60][CH:59]=2)=[CH:54][CH:53]=1.C(Cl)Cl.C([O-])(O)=O.[Na+]. Product: [CH3:24][O:23][C:22](=[O:25])[NH:21][C@H:17]([C:15]([N:10]1[CH2:11][C@@H:12]([CH3:14])[CH2:13][C@H:9]1[C:7]1[NH:6][C:5]2[CH:26]=[CH:27][C:2]([C:61]3[CH:62]=[CH:63][C:58]([C:55]4[CH:56]=[CH:57][C:52]([C:29]5[N:30]=[C:31]([C@@H:34]6[CH2:38][C@H:37]([CH3:39])[CH2:36][N:35]6[C:40](=[O:50])[C@@H:41]([NH:45][C:46]([O:47][CH3:48])=[O:49])[CH:42]([CH3:44])[CH3:43])[NH:32][CH:33]=5)=[CH:53][CH:54]=4)=[CH:59][CH:60]=3)=[CH:3][C:4]=2[N:8]=1)=[O:16])[CH:18]([CH3:20])[CH3:19]. The catalyst class is: 41. (6) Reactant: COB(OC)OC.C1([C@]2(CO)CCCN2C2C=CC=CC=2)C=CC=CC=1.CSC.B.[Cl:31][CH2:32][C:33]([C:35]1[CH:40]=[CH:39][C:38]([F:41])=[C:37]([F:42])[CH:36]=1)=[O:34]. Product: [Cl:31][CH2:32][C@H:33]([C:35]1[CH:40]=[CH:39][C:38]([F:41])=[C:37]([F:42])[CH:36]=1)[OH:34]. The catalyst class is: 224. (7) Reactant: [CH3:1][CH2:2][CH2:3][CH2:4][CH2:5][CH:6]1[O:12][C:10](=[O:11])[CH2:9][CH2:8][CH2:7]1.[O-][CH2:14][CH3:15].[Na+].C(O)(=[O:19])C. Product: [OH:12][CH:6]([CH2:5][CH2:4][CH2:3][CH2:2][CH3:1])[CH2:7][CH2:8][CH2:9][C:10]([O:11][CH2:14][CH3:15])=[O:19]. The catalyst class is: 8. (8) Reactant: C(Cl)(=O)C(Cl)=O.CS(C)=O.[C:11]([Si:15]([CH3:24])([CH3:23])[O:16][CH2:17][CH2:18][O:19][CH2:20][CH2:21][OH:22])([CH3:14])([CH3:13])[CH3:12].O. Product: [Si:15]([O:16][CH2:17][CH2:18][O:19][CH2:20][CH:21]=[O:22])([C:11]([CH3:14])([CH3:13])[CH3:12])([CH3:24])[CH3:23]. The catalyst class is: 2.